This data is from NCI-60 drug combinations with 297,098 pairs across 59 cell lines. The task is: Regression. Given two drug SMILES strings and cell line genomic features, predict the synergy score measuring deviation from expected non-interaction effect. (1) Drug 1: C1CC(=O)NC(=O)C1N2CC3=C(C2=O)C=CC=C3N. Cell line: MDA-MB-435. Drug 2: C1CCC(CC1)NC(=O)N(CCCl)N=O. Synergy scores: CSS=3.57, Synergy_ZIP=-0.00983, Synergy_Bliss=0.696, Synergy_Loewe=-1.98, Synergy_HSA=-2.53. (2) Drug 1: CCCCC(=O)OCC(=O)C1(CC(C2=C(C1)C(=C3C(=C2O)C(=O)C4=C(C3=O)C=CC=C4OC)O)OC5CC(C(C(O5)C)O)NC(=O)C(F)(F)F)O. Drug 2: B(C(CC(C)C)NC(=O)C(CC1=CC=CC=C1)NC(=O)C2=NC=CN=C2)(O)O. Cell line: IGROV1. Synergy scores: CSS=49.9, Synergy_ZIP=-5.75, Synergy_Bliss=-7.34, Synergy_Loewe=-38.1, Synergy_HSA=-5.23.